This data is from Forward reaction prediction with 1.9M reactions from USPTO patents (1976-2016). The task is: Predict the product of the given reaction. (1) The product is: [CH3:2][C:7]1[C:13]([N:20]2[CH2:21][CH2:22][NH:23][CH2:24][CH2:25]2)=[N:3][CH:4]=[C:5]([C:9]([F:12])([F:11])[F:10])[CH:6]=1. Given the reactants Cl[C:2]1[C:7](Cl)=[CH:6][C:5]([C:9]([F:12])([F:11])[F:10])=[CH:4][N:3]=1.[C:13]([N:20]1[CH2:25][CH2:24][NH:23][CH2:22][CH2:21]1)(OC(C)(C)C)=O, predict the reaction product. (2) Given the reactants [CH3:1][N:2]1[CH2:7][CH2:6][CH2:5][CH2:4][CH:3]1[CH2:8][CH2:9][N:10]1[C:18]2[C:13](=[CH:14][C:15]([NH2:19])=[CH:16][CH:17]=2)[CH:12]=[CH:11]1.I.[S:21]1[CH:25]=[CH:24][CH:23]=[C:22]1[C:26](SC)=[NH:27], predict the reaction product. The product is: [CH3:1][N:2]1[CH2:7][CH2:6][CH2:5][CH2:4][CH:3]1[CH2:8][CH2:9][N:10]1[C:18]2[C:13](=[CH:14][C:15]([NH:19][C:26]([C:22]3[S:21][CH:25]=[CH:24][CH:23]=3)=[NH:27])=[CH:16][CH:17]=2)[CH:12]=[CH:11]1. (3) Given the reactants [C:1]([O:5][C:6](=[O:17])[C:7]1[CH:12]=[CH:11][C:10]([CH2:13][CH2:14][OH:15])=[C:9]([NH2:16])[CH:8]=1)([CH3:4])([CH3:3])[CH3:2].[O:18]=[C:19](Cl)OC(Cl)(Cl)Cl, predict the reaction product. The product is: [C:1]([O:5][C:6]([C:7]1[CH:12]=[CH:11][C:10]2[CH2:13][CH2:14][O:15][C:19](=[O:18])[NH:16][C:9]=2[CH:8]=1)=[O:17])([CH3:4])([CH3:2])[CH3:3]. (4) Given the reactants [Br:1][C:2]1[CH:3]=[N:4][C:5]2[N:6]([N:8]=[C:9]([C:11]([OH:13])=O)[CH:10]=2)[CH:7]=1.C[CH:15]1[C:24]2[C:19](=[CH:20][CH:21]=[C:22]([C:25]3[CH:30]=[CH:29][N:28]=[CH:27][CH:26]=3)[CH:23]=2)[CH2:18][CH2:17][NH:16]1, predict the reaction product. The product is: [Br:1][C:2]1[CH:3]=[N:4][C:5]2[N:6]([N:8]=[C:9]([C:11]([N:16]3[CH2:17][CH2:18][C:19]4[C:24](=[CH:23][C:22]([C:25]5[CH:30]=[CH:29][N:28]=[CH:27][CH:26]=5)=[CH:21][CH:20]=4)[CH2:15]3)=[O:13])[CH:10]=2)[CH:7]=1. (5) Given the reactants [F:1][C:2]1[CH:39]=[CH:38][C:5]([C:6](/[N:8]=[C:9]2\[NH:10][C:11]3[CH:26]=[CH:25][C:24]([CH2:27][N:28]4[CH2:33][CH2:32][CH:31]([C:34]([OH:37])([CH3:36])[CH3:35])[CH2:30][CH2:29]4)=[CH:23][C:12]=3[N:13]\2[C@@H:14]2[CH2:19][CH2:18][C@H:17]([C:20]([OH:22])=O)[CH2:16][CH2:15]2)=[O:7])=[CH:4][CH:3]=1.CN(C(ON1N=[N:55][C:50]2C=[CH:52][CH:53]=[N:54][C:49]1=2)=[N+](C)C)C.F[P-](F)(F)(F)(F)F.CCN(C(C)C)C(C)C.N1CCNCC1, predict the reaction product. The product is: [F:1][C:2]1[CH:3]=[CH:4][C:5]([C:6](/[N:8]=[C:9]2\[NH:10][C:11]3[CH:26]=[CH:25][C:24]([CH2:27][N:28]4[CH2:29][CH2:30][CH:31]([C:34]([OH:37])([CH3:35])[CH3:36])[CH2:32][CH2:33]4)=[CH:23][C:12]=3[N:13]\2[C@H:14]2[CH2:19][CH2:18][C@@H:17]([C:20]([N:54]3[CH2:49][CH2:50][NH:55][CH2:52][CH2:53]3)=[O:22])[CH2:16][CH2:15]2)=[O:7])=[CH:38][CH:39]=1. (6) Given the reactants O.O.P([O-])(O)(O)=O.[Na+].[CH2:9]([O:16][C:17]1[C:18]([CH:27]=[O:28])=[CH:19][C:20]2[O:25][CH2:24][CH2:23][O:22][C:21]=2[CH:26]=1)[C:10]1[CH:15]=[CH:14][CH:13]=[CH:12][CH:11]=1.OO.Cl([O-])=[O:32].[Na+].Cl, predict the reaction product. The product is: [CH2:9]([O:16][C:17]1[C:18]([C:27]([OH:32])=[O:28])=[CH:19][C:20]2[O:25][CH2:24][CH2:23][O:22][C:21]=2[CH:26]=1)[C:10]1[CH:11]=[CH:12][CH:13]=[CH:14][CH:15]=1. (7) Given the reactants [NH:1]1[C:9]2[C:4](=[CH:5][CH:6]=[CH:7][CH:8]=2)[CH:3]=[C:2]1[C:10]1[C:11]([O:32][CH3:33])=[CH:12][C:13]([O:30][CH3:31])=[C:14](/[CH:16]=[CH:17]/[C:18]([C:20]2[CH:25]=[CH:24][C:23]([S:26]([NH2:29])(=[O:28])=[O:27])=[CH:22][CH:21]=2)=[O:19])[CH:15]=1.CCN(CC)CC.[C:41](O[C:41](=[O:45])[CH2:42][CH2:43][CH3:44])(=[O:45])[CH2:42][CH2:43][CH3:44].O, predict the reaction product. The product is: [C:41]([NH:29][S:26]([C:23]1[CH:22]=[CH:21][C:20]([C:18](/[CH:17]=[CH:16]/[C:14]2[CH:15]=[C:10]([C:2]3[NH:1][C:9]4[C:4]([CH:3]=3)=[CH:5][CH:6]=[CH:7][CH:8]=4)[C:11]([O:32][CH3:33])=[CH:12][C:13]=2[O:30][CH3:31])=[O:19])=[CH:25][CH:24]=1)(=[O:28])=[O:27])(=[O:45])[CH2:42][CH2:43][CH3:44]. (8) Given the reactants [F:1][C:2]1[CH:8]=[CH:7][C:5]([NH2:6])=[C:4]([N+:9]([O-:11])=[O:10])[CH:3]=1.[CH3:12][C:13]([O:16][C:17](O[C:17]([O:16][C:13]([CH3:15])([CH3:14])[CH3:12])=[O:18])=[O:18])([CH3:15])[CH3:14].C(O)(C(F)(F)F)=O, predict the reaction product. The product is: [C:13]([O:16][C:17](=[O:18])[NH:6][C:5]1[CH:7]=[CH:8][C:2]([F:1])=[CH:3][C:4]=1[N+:9]([O-:11])=[O:10])([CH3:15])([CH3:14])[CH3:12]. (9) Given the reactants [NH2:1][C:2]1[CH:10]=[C:9]([F:11])[CH:8]=[CH:7][C:3]=1[C:4](O)=[O:5].C(Cl)Cl.CO.[CH:17]([NH2:19])=O, predict the reaction product. The product is: [F:11][C:9]1[CH:10]=[C:2]2[C:3]([C:4](=[O:5])[NH:19][CH:17]=[N:1]2)=[CH:7][CH:8]=1.